This data is from Forward reaction prediction with 1.9M reactions from USPTO patents (1976-2016). The task is: Predict the product of the given reaction. (1) Given the reactants [F:1][C:2]([F:6])([F:5])[CH2:3][NH2:4].[N+:7]([C:10]1[CH:11]=[C:12]([S:16](Cl)(=[O:18])=[O:17])[CH:13]=[CH:14][CH:15]=1)([O-:9])=[O:8].C(N(CC)CC)C.O, predict the reaction product. The product is: [N+:7]([C:10]1[CH:11]=[C:12]([S:16]([NH:4][CH2:3][C:2]([F:6])([F:5])[F:1])(=[O:18])=[O:17])[CH:13]=[CH:14][CH:15]=1)([O-:9])=[O:8]. (2) Given the reactants [CH3:1][O:2][CH2:3][CH2:4][N:5]([CH2:23][CH2:24][O:25][CH3:26])[C:6]1[CH:11]=[CH:10][C:9]([C@@H:12]([NH:15][C:16](=[O:22])[O:17][C:18](C)(C)C)CO)=[CH:8][CH:7]=1.S(Cl)(Cl)=O.Br[C:32]1[CH:37]=[CH:36][C:35]([NH2:38])=[C:34]([NH2:39])[CH:33]=1.[F-].[Cs+].N[CH:43]1CCCCC1N, predict the reaction product. The product is: [NH:39]1[C:34]2[CH:33]=[CH:32][C:37]([N:15]3[C@@H:12]([C:9]4[CH:8]=[CH:7][C:6]([N:5]([CH2:4][CH2:3][O:2][CH3:1])[CH2:23][CH2:24][O:25][CH3:26])=[CH:11][CH:10]=4)[CH2:18][O:17][C:16]3=[O:22])=[CH:36][C:35]=2[N:38]=[CH:43]1. (3) Given the reactants [CH3:1][O:2][C:3](=[O:32])[C@@H:4]([NH:14][C:15]([C:17]1[CH:26]=[C:25]([O:27][CH2:28][C:29](O)=[O:30])[C:24]2[C:19](=[CH:20][CH:21]=[CH:22][CH:23]=2)[N:18]=1)=[O:16])[CH2:5][CH2:6][C:7]([O:9][C:10]([CH3:13])([CH3:12])[CH3:11])=[O:8].[CH2:33](Cl)CCl.FC1C(O)=C(F)C(F)=C(F)C=1F.FC(F)(F)C(O)=O.[CH:56]1([NH:59][C:60]([C@@H:62]2[CH2:66][CH2:65][CH2:64][NH:63]2)=[O:61])[CH2:58][CH2:57]1, predict the reaction product. The product is: [CH3:1][O:2][C:3](=[O:32])[C@@H:4]([NH:14][C:15]([C:17]1[CH:26]=[C:25]([O:27][CH2:28][C:29]([N:63]2[CH2:64][CH2:65][CH2:66][C@H:62]2[C:60](=[O:61])[NH:59][CH:56]2[CH2:58][CH2:57][CH2:33]2)=[O:30])[C:24]2[C:19](=[CH:20][CH:21]=[CH:22][CH:23]=2)[N:18]=1)=[O:16])[CH2:5][CH2:6][C:7]([O:9][C:10]([CH3:13])([CH3:12])[CH3:11])=[O:8].